Task: Predict the product of the given reaction.. Dataset: Forward reaction prediction with 1.9M reactions from USPTO patents (1976-2016) (1) Given the reactants [C:1]([C:4]1[CH:5]=[N:6][N:7]([C:16]([O:18][C:19]([CH3:22])([CH3:21])[CH3:20])=[O:17])[C:8]=1[C:9]1[CH:14]=[CH:13][C:12]([F:15])=[CH:11][CH:10]=1)(=O)[NH2:2].COC1C=CC(P2(SP(C3C=CC(OC)=CC=3)(=S)S2)=[S:32])=CC=1, predict the reaction product. The product is: [C:1]([C:4]1[CH:5]=[N:6][N:7]([C:16]([O:18][C:19]([CH3:22])([CH3:21])[CH3:20])=[O:17])[C:8]=1[C:9]1[CH:14]=[CH:13][C:12]([F:15])=[CH:11][CH:10]=1)(=[S:32])[NH2:2]. (2) The product is: [Cl:1][C:2]1[C:3]([F:44])=[C:4]([C@@H:8]2[C@:12]([C:15]3[CH:20]=[CH:19][C:18]([Cl:21])=[CH:17][C:16]=3[F:22])([C:13]#[N:14])[C@H:11]([CH2:23][C:24]([CH3:26])([CH3:27])[CH3:25])[NH:10][C@H:9]2[C:28]([NH:30][C:31]2[CH:32]=[CH:33][C:34]3[O:38][C:37]([C:39]([OH:41])=[O:40])=[CH:36][C:35]=3[CH:43]=2)=[O:29])[CH:5]=[CH:6][CH:7]=1. Given the reactants [Cl:1][C:2]1[C:3]([F:44])=[C:4]([C@@H:8]2[C@:12]([C:15]3[CH:20]=[CH:19][C:18]([Cl:21])=[CH:17][C:16]=3[F:22])([C:13]#[N:14])[C@H:11]([CH2:23][C:24]([CH3:27])([CH3:26])[CH3:25])[NH:10][C@H:9]2[C:28]([NH:30][C:31]2[CH:32]=[CH:33][C:34]3[O:38][C:37]([C:39]([O:41]C)=[O:40])=[CH:36][C:35]=3[CH:43]=2)=[O:29])[CH:5]=[CH:6][CH:7]=1.O.[OH-].[Li+].Cl, predict the reaction product. (3) Given the reactants [F:1][C:2]1[C:7]([F:8])=[CH:6][CH:5]=[CH:4][C:3]=1[CH2:9][S:10][C:11]1[N:16]=[C:15]([NH2:17])[C:14]([NH2:18])=[C:13]([S:19][CH2:20][C:21]2[CH:26]=[CH:25][CH:24]=[C:23]([F:27])[C:22]=2[F:28])[N:12]=1.[CH:29]([N:32](C(C)C)CC)(C)[CH3:30].BrCC#N, predict the reaction product. The product is: [NH2:17][C:15]1[C:14]([NH:18][CH2:30][C:29]#[N:32])=[C:13]([S:19][CH2:20][C:21]2[CH:26]=[CH:25][CH:24]=[C:23]([F:27])[C:22]=2[F:28])[N:12]=[C:11]([S:10][CH2:9][C:3]2[CH:4]=[CH:5][CH:6]=[C:7]([F:8])[C:2]=2[F:1])[N:16]=1. (4) Given the reactants Cl[C:2]1[C:11]2[C:6](=[CH:7][CH:8]=[C:9]([CH:12]=[O:13])[CH:10]=2)[N:5]=[CH:4][CH:3]=1.Cl.O1CCOCC1.[I-:21].[Na+], predict the reaction product. The product is: [I:21][C:2]1[C:11]2[C:6](=[CH:7][CH:8]=[C:9]([CH:12]=[O:13])[CH:10]=2)[N:5]=[CH:4][CH:3]=1. (5) Given the reactants Cl[C:2]1[C:11]2[N:12]=[C:13]([CH2:20][O:21][CH2:22][CH3:23])[N:14]([CH2:15][C:16]([CH3:19])([CH3:18])[OH:17])[C:10]=2[C:9]2[CH:8]=[CH:7][CH:6]=[CH:5][C:4]=2[N:3]=1.[NH3:24], predict the reaction product. The product is: [NH2:24][C:2]1[C:11]2[N:12]=[C:13]([CH2:20][O:21][CH2:22][CH3:23])[N:14]([CH2:15][C:16]([CH3:19])([CH3:18])[OH:17])[C:10]=2[C:9]2[CH:8]=[CH:7][CH:6]=[CH:5][C:4]=2[N:3]=1. (6) Given the reactants Cl.Cl.[C:3]1([C@H:13]([NH:15][C@H:16]2[CH2:20][CH2:19][NH:18][CH2:17]2)[CH3:14])[C:12]2[C:7](=[CH:8][CH:9]=[CH:10][CH:11]=2)[CH:6]=[CH:5][CH:4]=1.F[C:22]1[CH:27]=[CH:26][C:25]([CH2:28][CH2:29][S:30]([CH2:33][CH2:34][C:35]2[CH:40]=[CH:39][C:38](F)=[CH:37][CH:36]=2)(=[O:32])=[O:31])=[CH:24][CH:23]=1.C(=O)([O-])[O-].[K+].[K+].O, predict the reaction product. The product is: [C:3]1([C@H:13]([NH:15][C@H:16]2[CH2:20][CH2:19][N:18]([C:22]3[CH:27]=[CH:26][C:25]([CH2:28][CH2:29][S:30]([CH2:33][CH2:34][C:35]4[CH:40]=[CH:39][C:38]([N:18]5[CH2:19][CH2:20][C@H:16]([NH:15][C@@H:13]([C:3]6[C:12]7[C:7](=[CH:8][CH:9]=[CH:10][CH:11]=7)[CH:6]=[CH:5][CH:4]=6)[CH3:14])[CH2:17]5)=[CH:37][CH:36]=4)(=[O:32])=[O:31])=[CH:24][CH:23]=3)[CH2:17]2)[CH3:14])[C:12]2[C:7](=[CH:8][CH:9]=[CH:10][CH:11]=2)[CH:6]=[CH:5][CH:4]=1. (7) Given the reactants [C:1]([N:4]1[CH2:9][CH2:8][N:7]([C:10]2[CH:11]=[CH:12][C:13]([NH:16][C:17](=[O:34])[CH2:18][C:19]3[CH:24]=[CH:23][C:22](B4OC(C)(C)C(C)(C)O4)=[CH:21][CH:20]=3)=[N:14][CH:15]=2)[CH2:6][CH2:5]1)(=[O:3])[CH3:2].Cl[C:36]1[C:41]([F:42])=[CH:40][N:39]=[CH:38][N:37]=1.[O-]P([O-])([O-])=O.[K+].[K+].[K+], predict the reaction product. The product is: [C:1]([N:4]1[CH2:9][CH2:8][N:7]([C:10]2[CH:11]=[CH:12][C:13]([NH:16][C:17](=[O:34])[CH2:18][C:19]3[CH:24]=[CH:23][C:22]([C:36]4[C:41]([F:42])=[CH:40][N:39]=[CH:38][N:37]=4)=[CH:21][CH:20]=3)=[N:14][CH:15]=2)[CH2:6][CH2:5]1)(=[O:3])[CH3:2].